From a dataset of Forward reaction prediction with 1.9M reactions from USPTO patents (1976-2016). Predict the product of the given reaction. (1) Given the reactants O[CH:2]1[C:11]2[C:10]([C:12]([O:14][CH3:15])=[O:13])=[CH:9][CH:8]=[CH:7][C:6]=2[CH2:5][CH2:4][CH2:3]1.Cl, predict the reaction product. The product is: [C:10]1([C:12]([O:14][CH3:15])=[O:13])[C:11]2[CH:2]=[CH:3][CH2:4][CH2:5][C:6]=2[CH:7]=[CH:8][CH:9]=1. (2) Given the reactants C([Si]([O:8][CH2:9][CH2:10][CH2:11][O:12][CH2:13][CH2:14][CH2:15][CH2:16][CH2:17][CH2:18][CH2:19][CH2:20][CH2:21][CH2:22][CH2:23][CH2:24][CH2:25][CH2:26][CH:27]=[CH2:28])(C)C)(C)(C)C.CCCC[N+](CCCC)(CCCC)CCCC.[F-], predict the reaction product. The product is: [CH2:13]([O:12][CH2:11][CH2:10][CH2:9][OH:8])[CH2:14][CH2:15][CH2:16][CH2:17][CH2:18][CH2:19][CH2:20][CH2:21][CH2:22][CH2:23][CH2:24][CH2:25][CH2:26][CH:27]=[CH2:28]. (3) Given the reactants [NH2:1][C:2]1[CH:7]=[CH:6][C:5]([OH:8])=[CH:4][CH:3]=1.N1C=CC=CC=1.[Cl:15][C:16]1[CH:17]=[C:18]([CH:22]=[CH:23][C:24]=1[Cl:25])[C:19](Cl)=[O:20], predict the reaction product. The product is: [Cl:15][C:16]1[CH:17]=[C:18]([CH:22]=[CH:23][C:24]=1[Cl:25])[C:19]([NH:1][C:2]1[CH:7]=[CH:6][C:5]([OH:8])=[CH:4][CH:3]=1)=[O:20]. (4) Given the reactants COC(=O)CC1C=CC(C[NH:10][C@H:11]([CH2:19][CH2:20][C:21]([O:23][C:24]([CH3:27])([CH3:26])[CH3:25])=[O:22])[C:12]([O:14][C:15]([CH3:18])([CH3:17])[CH3:16])=[O:13])=CC=1.Br[CH2:32]/[CH:33]=[CH:34]\[C:35]1[S:39][C:38]([C:40]([O:42][CH3:43])=[O:41])=[CH:37][CH:36]=1, predict the reaction product. The product is: [CH3:43][O:42][C:40]([C:38]1[S:39][C:35](/[CH:34]=[CH:33]\[CH2:32][NH:10][C@H:11]([CH2:19][CH2:20][C:21]([O:23][C:24]([CH3:27])([CH3:26])[CH3:25])=[O:22])[C:12]([O:14][C:15]([CH3:18])([CH3:17])[CH3:16])=[O:13])=[CH:36][CH:37]=1)=[O:41].